Dataset: NCI-60 drug combinations with 297,098 pairs across 59 cell lines. Task: Regression. Given two drug SMILES strings and cell line genomic features, predict the synergy score measuring deviation from expected non-interaction effect. (1) Drug 1: CS(=O)(=O)C1=CC(=C(C=C1)C(=O)NC2=CC(=C(C=C2)Cl)C3=CC=CC=N3)Cl. Drug 2: C1=C(C(=O)NC(=O)N1)N(CCCl)CCCl. Cell line: NCIH23. Synergy scores: CSS=45.2, Synergy_ZIP=0.0281, Synergy_Bliss=3.38, Synergy_Loewe=-6.17, Synergy_HSA=3.21. (2) Drug 1: CC1OCC2C(O1)C(C(C(O2)OC3C4COC(=O)C4C(C5=CC6=C(C=C35)OCO6)C7=CC(=C(C(=C7)OC)O)OC)O)O. Drug 2: C1=NC2=C(N1)C(=S)N=C(N2)N. Cell line: NCIH23. Synergy scores: CSS=51.5, Synergy_ZIP=-2.08, Synergy_Bliss=-2.26, Synergy_Loewe=-3.71, Synergy_HSA=1.76.